From a dataset of Forward reaction prediction with 1.9M reactions from USPTO patents (1976-2016). Predict the product of the given reaction. (1) Given the reactants [Cl:1][C:2]1[CH:3]=[C:4]([N:9]2[CH2:15][C@@H:14]3[C@@H:11]([CH2:12][NH:13]3)[CH2:10]2)[CH:5]=[N:6][C:7]=1[Cl:8].[CH3:16][S:17]([OH:20])(=[O:19])=[O:18].O.N, predict the reaction product. The product is: [CH3:16][S:17]([OH:20])(=[O:19])=[O:18].[Cl:1][C:2]1[CH:3]=[C:4]([N:9]2[CH2:15][C@@H:14]3[C@@H:11]([CH2:12][NH:13]3)[CH2:10]2)[CH:5]=[N:6][C:7]=1[Cl:8]. (2) Given the reactants [Cl:1][C:2]1[N:7]=[C:6]([NH2:8])[C:5]([O:9][CH3:10])=[N:4][CH:3]=1.[Cl:11][C:12]1[CH:17]=[CH:16][C:15]([S:18](Cl)(=[O:20])=[O:19])=[CH:14][CH:13]=1, predict the reaction product. The product is: [Cl:11][C:12]1[CH:17]=[CH:16][C:15]([S:18]([NH:8][C:6]2[C:5]([O:9][CH3:10])=[N:4][CH:3]=[C:2]([Cl:1])[N:7]=2)(=[O:20])=[O:19])=[CH:14][CH:13]=1. (3) Given the reactants [Cl:1][C:2]1[CH:3]=[C:4]([N:8]2[C:12]([C:13]3[CH:18]=[CH:17][CH:16]=[C:15]([S:19][C:20]([F:23])([F:22])[F:21])[CH:14]=3)=[CH:11][C:10]([C:24]([O:26]CC)=[O:25])=[N:9]2)[CH:5]=[CH:6][CH:7]=1.[OH-].[K+], predict the reaction product. The product is: [Cl:1][C:2]1[CH:3]=[C:4]([N:8]2[C:12]([C:13]3[CH:18]=[CH:17][CH:16]=[C:15]([S:19][C:20]([F:22])([F:23])[F:21])[CH:14]=3)=[CH:11][C:10]([C:24]([OH:26])=[O:25])=[N:9]2)[CH:5]=[CH:6][CH:7]=1. (4) The product is: [S:19]([C:16]1[CH:17]=[CH:18][C:13]([N:12]2[C:8]([C:5]3[CH:6]=[CH:7][C:2]([CH3:1])=[CH:3][CH:4]=3)=[CH:9][C:10]([CH2:23][CH2:44][C:45]([NH:69][CH2:70][CH2:71][NH:72][C:73](=[O:79])[O:74][C:75]([CH3:76])([CH3:78])[CH3:77])=[O:46])=[N:11]2)=[CH:14][CH:15]=1)(=[O:20])(=[O:21])[NH2:22]. Given the reactants [CH3:1][C:2]1[CH:7]=[CH:6][C:5]([C:8]2[N:12]([C:13]3[CH:18]=[CH:17][C:16]([S:19]([NH2:22])(=[O:21])=[O:20])=[CH:15][CH:14]=3)[N:11]=[C:10]([C:23](F)(F)F)[CH:9]=2)=[CH:4][CH:3]=1.C1CN2C3C(CCC2)=C2[O:46][C:45]4C(C=C5C6[C:44]=4CCC[N+]=6CCC5)=C(C4C=CC(S(Cl)(=O)=O)=CC=4S([O-])(=O)=O)C2=CC=3C1.[NH2:69][CH2:70][CH2:71][NH:72][C:73](=[O:79])[O:74][C:75]([CH3:78])([CH3:77])[CH3:76].Cl.C(N=C=NCCCN(C)C)C.ON1C2C=CC=CC=2N=N1.C(N(CC)C(C)C)(C)C, predict the reaction product. (5) The product is: [CH2:1]([O:8][C:9]1[CH:39]=[CH:38][C:12]([NH:13][C:14]2[C:23]3[C:18](=[CH:19][C:20]([O:33][CH2:34][CH3:35])=[C:21]([NH:24][C:25](=[O:32])[CH2:26][CH:27]([N:42]([CH3:43])[CH3:41])[CH2:28][N:29]([CH3:31])[CH3:30])[CH:22]=3)[N:17]=[CH:16][C:15]=2[C:36]#[N:37])=[CH:11][C:10]=1[Cl:40])[C:2]1[CH:3]=[CH:4][CH:5]=[CH:6][CH:7]=1. Given the reactants [CH2:1]([O:8][C:9]1[CH:39]=[CH:38][C:12]([NH:13][C:14]2[C:23]3[C:18](=[CH:19][C:20]([O:33][CH2:34][CH3:35])=[C:21]([NH:24][C:25](=[O:32])/[CH:26]=[CH:27]/[CH2:28][N:29]([CH3:31])[CH3:30])[CH:22]=3)[N:17]=[CH:16][C:15]=2[C:36]#[N:37])=[CH:11][C:10]=1[Cl:40])[C:2]1[CH:7]=[CH:6][CH:5]=[CH:4][CH:3]=1.[CH3:41][NH:42][CH3:43], predict the reaction product. (6) Given the reactants [CH2:1]([C:3]1[C:8]([CH2:9][CH:10]=O)=[CH:7][CH:6]=[CH:5][C:4]=1[C:12]1[S:16][C:15]([C:17]2[CH:18]=[CH:19][C:20]([CH2:25][CH:26]([CH3:28])[CH3:27])=[C:21]([CH:24]=2)[C:22]#[N:23])=[N:14][N:13]=1)[CH3:2].[NH:29]1[CH2:32][CH:31]([C:33]([O:35][CH3:36])=[O:34])[CH2:30]1.C([O-])(=O)C.[Na+].C(O[BH-](OC(=O)C)OC(=O)C)(=O)C.[Na+], predict the reaction product. The product is: [C:22]([C:21]1[CH:24]=[C:17]([C:15]2[S:16][C:12]([C:4]3[C:3]([CH2:1][CH3:2])=[C:8]([CH2:9][CH2:10][N:29]4[CH2:32][CH:31]([C:33]([O:35][CH3:36])=[O:34])[CH2:30]4)[CH:7]=[CH:6][CH:5]=3)=[N:13][N:14]=2)[CH:18]=[CH:19][C:20]=1[CH2:25][CH:26]([CH3:28])[CH3:27])#[N:23].